Dataset: Forward reaction prediction with 1.9M reactions from USPTO patents (1976-2016). Task: Predict the product of the given reaction. The product is: [C:36]([OH:43])(=[O:42])/[CH:37]=[CH:38]/[C:39]([OH:41])=[O:40].[C:1]([S:4][CH2:5][CH2:6][N:7]([CH2:28][CH2:29][C:30]1[CH:35]=[CH:34][CH:33]=[CH:32][CH:31]=1)[C:8](=[O:27])[NH:9][C@@H:10]([CH2:20][C:21]1[CH:22]=[CH:23][CH:24]=[CH:25][CH:26]=1)[C:11]([N:13]1[CH2:14][CH2:15][N:16]([CH3:19])[CH2:17][CH2:18]1)=[O:12])(=[O:3])[CH3:2]. Given the reactants [C:1]([S:4][CH2:5][CH2:6][N:7]([CH2:28][CH2:29][C:30]1[CH:35]=[CH:34][CH:33]=[CH:32][CH:31]=1)[C:8](=[O:27])[NH:9][C@@H:10]([CH2:20][C:21]1[CH:26]=[CH:25][CH:24]=[CH:23][CH:22]=1)[C:11]([N:13]1[CH2:18][CH2:17][N:16]([CH3:19])[CH2:15][CH2:14]1)=[O:12])(=[O:3])[CH3:2].[C:36]([OH:43])(=[O:42])/[CH:37]=[CH:38]/[C:39]([OH:41])=[O:40], predict the reaction product.